Regression. Given two drug SMILES strings and cell line genomic features, predict the synergy score measuring deviation from expected non-interaction effect. From a dataset of Merck oncology drug combination screen with 23,052 pairs across 39 cell lines. (1) Drug 1: CN1C(=O)C=CC2(C)C3CCC4(C)C(NC(=O)OCC(F)(F)F)CCC4C3CCC12. Synergy scores: synergy=-8.08. Drug 2: CC(=O)OC1C(=O)C2(C)C(O)CC3OCC3(OC(C)=O)C2C(OC(=O)c2ccccc2)C2(O)CC(OC(=O)C(O)C(NC(=O)c3ccccc3)c3ccccc3)C(C)=C1C2(C)C. Cell line: HCT116. (2) Drug 1: O=S1(=O)NC2(CN1CC(F)(F)F)C1CCC2Cc2cc(C=CCN3CCC(C(F)(F)F)CC3)ccc2C1. Drug 2: Cc1nc(Nc2ncc(C(=O)Nc3c(C)cccc3Cl)s2)cc(N2CCN(CCO)CC2)n1. Cell line: ES2. Synergy scores: synergy=-8.82. (3) Cell line: SKMES1. Drug 2: Cn1c(=O)n(-c2ccc(C(C)(C)C#N)cc2)c2c3cc(-c4cnc5ccccc5c4)ccc3ncc21. Drug 1: COc1cccc2c1C(=O)c1c(O)c3c(c(O)c1C2=O)CC(O)(C(=O)CO)CC3OC1CC(N)C(O)C(C)O1. Synergy scores: synergy=15.5. (4) Cell line: ES2. Synergy scores: synergy=-2.73. Drug 2: Cn1cc(-c2cnn3c(N)c(Br)c(C4CCCNC4)nc23)cn1. Drug 1: CN(Cc1cnc2nc(N)nc(N)c2n1)c1ccc(C(=O)NC(CCC(=O)O)C(=O)O)cc1. (5) Drug 1: CCC1(O)C(=O)OCc2c1cc1n(c2=O)Cc2cc3c(CN(C)C)c(O)ccc3nc2-1. Drug 2: CNC(=O)c1cc(Oc2ccc(NC(=O)Nc3ccc(Cl)c(C(F)(F)F)c3)cc2)ccn1. Cell line: UWB1289BRCA1. Synergy scores: synergy=-3.98. (6) Drug 2: Cn1cc(-c2cnn3c(N)c(Br)c(C4CCCNC4)nc23)cn1. Synergy scores: synergy=-7.73. Cell line: UWB1289. Drug 1: O=c1[nH]cc(F)c(=O)[nH]1. (7) Drug 1: O=P1(N(CCCl)CCCl)NCCCO1. Drug 2: Cn1c(=O)n(-c2ccc(C(C)(C)C#N)cc2)c2c3cc(-c4cnc5ccccc5c4)ccc3ncc21. Cell line: SW837. Synergy scores: synergy=24.2.